From a dataset of Forward reaction prediction with 1.9M reactions from USPTO patents (1976-2016). Predict the product of the given reaction. (1) Given the reactants Br[C:2]1[CH:7]=[CH:6][C:5]([Cl:8])=[CH:4][C:3]=1[CH2:9][C:10]([OH:12])=[O:11].[C:13]([NH:16][NH2:17])(=[O:15])[CH3:14].CCN(CC)CC.C(P1(=O)OP(CCC)(=O)OP([CH2:39][CH2:40][CH3:41])(=O)O1)CC, predict the reaction product. The product is: [Cl:8][C:5]1[CH:6]=[CH:7][C:2](/[CH:3]=[CH:9]/[C:10]([OH:12])=[O:11])=[C:39]([CH2:40][C:41]2[O:15][C:13]([CH3:14])=[N:16][N:17]=2)[CH:4]=1. (2) Given the reactants [CH2:1]([N:5]([S:15]([C:18]1[CH:23]=[CH:22][C:21]([N+:24]([O-:26])=[O:25])=[CH:20][CH:19]=1)(=[O:17])=[O:16])[C@H:6]([C:12]([OH:14])=[O:13])[CH2:7][CH2:8][CH2:9][CH2:10][NH2:11])[CH:2]([CH3:4])[CH3:3].[C:27](O)(=[O:36])[CH2:28][CH2:29][C:30]1[CH:35]=[CH:34][CH:33]=[CH:32][CH:31]=1, predict the reaction product. The product is: [CH2:1]([N:5]([S:15]([C:18]1[CH:23]=[CH:22][C:21]([N+:24]([O-:26])=[O:25])=[CH:20][CH:19]=1)(=[O:17])=[O:16])[C@H:6]([C:12]([OH:14])=[O:13])[CH2:7][CH2:8][CH2:9][CH2:10][NH:11][C:27](=[O:36])[CH2:28][CH2:29][C:30]1[CH:35]=[CH:34][CH:33]=[CH:32][CH:31]=1)[CH:2]([CH3:4])[CH3:3]. (3) Given the reactants C(O)(C(F)(F)F)=O.C(OC([N:15]1[CH2:20][CH2:19][C:18](=[CH:21][O:22]C)[CH:17]([CH2:24][CH2:25][C:26]([O:28][CH2:29][C:30]2[CH:35]=[CH:34][CH:33]=[CH:32][CH:31]=2)=[O:27])[CH2:16]1)=O)(C)(C)C, predict the reaction product. The product is: [CH:21]([CH:18]1[CH2:19][CH2:20][NH:15][CH2:16][CH:17]1[CH2:24][CH2:25][C:26]([O:28][CH2:29][C:30]1[CH:31]=[CH:32][CH:33]=[CH:34][CH:35]=1)=[O:27])=[O:22].